Dataset: Full USPTO retrosynthesis dataset with 1.9M reactions from patents (1976-2016). Task: Predict the reactants needed to synthesize the given product. (1) Given the product [Si:23]([O:22][C@H:19]([CH:20]=[CH2:21])[CH2:18][N:43]1[C:44]2[N:45]=[CH:46][N:47]=[C:48]([NH2:50])[C:49]=2[C:41]([C:33]2[CH:32]=[N:31][C:40]3[C:35]([CH:34]=2)=[CH:36][CH:37]=[CH:38][CH:39]=3)=[CH:42]1)([C:26]([CH3:27])([CH3:28])[CH3:29])([CH3:24])[CH3:25], predict the reactants needed to synthesize it. The reactants are: C(=O)([O-])[O-].[K+].[K+].CC1C=CC(S(O[CH2:18][C@H:19]([O:22][Si:23]([C:26]([CH3:29])([CH3:28])[CH3:27])([CH3:25])[CH3:24])[CH:20]=[CH2:21])(=O)=O)=CC=1.Cl.[N:31]1[C:40]2[C:35](=[CH:36][CH:37]=[CH:38][CH:39]=2)[CH:34]=[C:33]([C:41]2[C:49]3[C:48]([NH2:50])=[N:47][CH:46]=[N:45][C:44]=3[NH:43][CH:42]=2)[CH:32]=1.O. (2) Given the product [C:1]([C:5]1[CH:6]=[CH:7][C:8]([C:9]([NH:11][C:12]2[C:13](=[O:26])[NH:14][CH:15]=[C:16]([C:18]3[CH:23]=[CH:22][N:21]=[C:20]([S:24][CH3:25])[N:19]=3)[CH:17]=2)=[O:10])=[CH:28][CH:29]=1)([CH3:4])([CH3:2])[CH3:3], predict the reactants needed to synthesize it. The reactants are: [C:1]([C:5]1[CH:29]=[CH:28][C:8]([C:9]([NH:11][C:12]2[C:13]([O:26]C)=[N:14][CH:15]=[C:16]([C:18]3[CH:23]=[CH:22][N:21]=[C:20]([S:24][CH3:25])[N:19]=3)[CH:17]=2)=[O:10])=[CH:7][CH:6]=1)([CH3:4])([CH3:3])[CH3:2]. (3) Given the product [F:35][C:36]([F:41])([F:40])[C:37]([OH:39])=[O:38].[Cl:1][C:2]1[CH:3]=[CH:4][C:5]([NH:8][C:9](=[O:34])[C:10]2[CH:15]=[CH:14][CH:13]=[CH:12][C:11]=2[NH:16][C:17]([O:19][CH2:20][CH:28]2[CH2:33][CH2:32][NH:31][CH2:30][CH2:29]2)=[O:18])=[N:6][CH:7]=1, predict the reactants needed to synthesize it. The reactants are: [Cl:1][C:2]1[CH:3]=[CH:4][C:5]([NH:8][C:9](=[O:34])[C:10]2[CH:15]=[CH:14][CH:13]=[CH:12][C:11]=2[NH:16][C:17]([O:19][CH:20]([CH:28]2[CH2:33][CH2:32][NH:31][CH2:30][CH2:29]2)C(OC(C)(C)C)=O)=[O:18])=[N:6][CH:7]=1.[F:35][C:36]([F:41])([F:40])[C:37]([O-:39])=[O:38]. (4) Given the product [C:32]([O:36][C:37](=[O:47])[NH:38][CH2:39][CH2:40][CH:41]1[CH2:42][CH2:43][N:44]([C:12]([C:11]2[C:10]([O:18][C:19]3[CH:24]=[CH:23][CH:22]=[C:21]([O:25][C:26]([F:29])([F:27])[F:28])[CH:20]=3)=[N:9][C:8]([O:7][C:6]3[CH:5]=[CH:4][C:3]([C:1]#[N:2])=[CH:31][CH:30]=3)=[C:16]([F:17])[CH:15]=2)=[O:14])[CH2:45][CH2:46]1)([CH3:35])([CH3:33])[CH3:34], predict the reactants needed to synthesize it. The reactants are: [C:1]([C:3]1[CH:31]=[CH:30][C:6]([O:7][C:8]2[C:16]([F:17])=[CH:15][C:11]([C:12]([OH:14])=O)=[C:10]([O:18][C:19]3[CH:24]=[CH:23][CH:22]=[C:21]([O:25][C:26]([F:29])([F:28])[F:27])[CH:20]=3)[N:9]=2)=[CH:5][CH:4]=1)#[N:2].[C:32]([O:36][C:37](=[O:47])[NH:38][CH2:39][CH2:40][CH:41]1[CH2:46][CH2:45][NH:44][CH2:43][CH2:42]1)([CH3:35])([CH3:34])[CH3:33]. (5) Given the product [CH3:39][S:40]([O:32][CH2:31][CH2:30][N:21]1[CH:22]=[C:23]([C:24]2[CH:29]=[CH:28][N:27]=[CH:26][CH:25]=2)[C:19]([C:16]2[CH:15]=[CH:14][C:13]([O:12][CH2:11][C:2]3[CH:3]=[CH:4][C:5]4[C:10](=[CH:9][CH:8]=[CH:7][N:6]=4)[N:1]=3)=[CH:18][CH:17]=2)=[N:20]1)(=[O:42])=[O:41], predict the reactants needed to synthesize it. The reactants are: [N:1]1[C:10]2[C:5](=[N:6][CH:7]=[CH:8][CH:9]=2)[CH:4]=[CH:3][C:2]=1[CH2:11][O:12][C:13]1[CH:18]=[CH:17][C:16]([C:19]2[C:23]([C:24]3[CH:29]=[CH:28][N:27]=[CH:26][CH:25]=3)=[CH:22][N:21]([CH2:30][CH2:31][OH:32])[N:20]=2)=[CH:15][CH:14]=1.N1C=CC=CC=1.[CH3:39][S:40](Cl)(=[O:42])=[O:41]. (6) Given the product [CH:23]1([C:22]2[O:21][N:20]=[C:19]([C:26]3[C:31]([C:32]([F:33])([F:34])[F:35])=[CH:30][CH:29]=[CH:28][C:27]=3[F:36])[C:18]=2[CH2:17][O:16][C:13]2[CH:14]=[CH:15][C:10]([C:8]3[S:9][C:5]([C:3]([OH:4])=[O:2])=[C:6]([CH3:38])[N:7]=3)=[C:11]([CH3:37])[CH:12]=2)[CH2:25][CH2:24]1, predict the reactants needed to synthesize it. The reactants are: C[O:2][C:3]([C:5]1[S:9][C:8]([C:10]2[CH:15]=[CH:14][C:13]([O:16][CH2:17][C:18]3[C:19]([C:26]4[C:31]([C:32]([F:35])([F:34])[F:33])=[CH:30][CH:29]=[CH:28][C:27]=4[F:36])=[N:20][O:21][C:22]=3[CH:23]3[CH2:25][CH2:24]3)=[CH:12][C:11]=2[CH3:37])=[N:7][C:6]=1[CH3:38])=[O:4].[Li+].[OH-].Cl. (7) Given the product [Cl:9][CH2:8][C:6]1[CH:7]=[C:2]([C:17]2[CH:18]=[CH:19][C:14]([F:13])=[CH:15][CH:16]=2)[C:3]([O:10][CH3:11])=[N:4][CH:5]=1, predict the reactants needed to synthesize it. The reactants are: Br[C:2]1[C:3]([O:10][CH2:11]C)=[N:4][CH:5]=[C:6]([CH2:8][Cl:9])[CH:7]=1.[F:13][C:14]1[CH:19]=[CH:18][C:17](C2C=C(CO)C=NC=2OC)=[CH:16][CH:15]=1. (8) Given the product [CH2:1]([O:3][C:4](=[O:25])[C:5]1[CH:6]=[CH:7][C:8]([N:11]2[C:19]3[C:14](=[CH:15][C:16]([O:21][CH3:22])=[C:17]([O:20][S:34]([C:33]([F:46])([F:45])[F:32])(=[O:36])=[O:35])[CH:18]=3)[C:13]([C:23]#[N:24])=[CH:12]2)=[CH:9][CH:10]=1)[CH3:2], predict the reactants needed to synthesize it. The reactants are: [CH2:1]([O:3][C:4](=[O:25])[C:5]1[CH:10]=[CH:9][C:8]([N:11]2[C:19]3[C:14](=[CH:15][C:16]([O:21][CH3:22])=[C:17]([OH:20])[CH:18]=3)[C:13]([C:23]#[N:24])=[CH:12]2)=[CH:7][CH:6]=1)[CH3:2].N1C=CC=CC=1.[F:32][C:33]([F:46])([F:45])[S:34](O[S:34]([C:33]([F:46])([F:45])[F:32])(=[O:36])=[O:35])(=[O:36])=[O:35].Cl. (9) Given the product [N:1]1([C@H:6]2[CH2:11][CH2:10][CH2:9][CH2:8][C@@H:7]2[OH:12])[CH2:5][CH2:4][CH2:3][CH2:2]1, predict the reactants needed to synthesize it. The reactants are: [NH:1]1[CH2:5][CH2:4][CH2:3][CH2:2]1.[CH:6]12[O:12][CH:7]1[CH2:8][CH2:9][CH2:10][CH2:11]2.